This data is from Forward reaction prediction with 1.9M reactions from USPTO patents (1976-2016). The task is: Predict the product of the given reaction. Given the reactants [Br:1][C:2]1[CH:20]=[CH:19][C:5]2[N:6]([CH2:10][CH2:11][CH2:12][CH2:13][C:14]([O:16][CH2:17][CH3:18])=[O:15])[CH2:7][CH2:8][O:9][C:4]=2[CH:3]=1.[Cl-].ClC=[N+](C)C.[C:27](=O)([O-])[OH:28].[Na+], predict the reaction product. The product is: [Br:1][C:2]1[CH:20]=[C:19]([CH:27]=[O:28])[C:5]2[N:6]([CH2:10][CH2:11][CH2:12][CH2:13][C:14]([O:16][CH2:17][CH3:18])=[O:15])[CH2:7][CH2:8][O:9][C:4]=2[CH:3]=1.